Predict the reactants needed to synthesize the given product. From a dataset of Full USPTO retrosynthesis dataset with 1.9M reactions from patents (1976-2016). (1) Given the product [CH3:1][C:2]1([CH3:15])[C:11]2[C:6](=[CH:7][CH:8]=[C:9]([CH:12]=[O:13])[CH:10]=2)[S:5](=[O:19])(=[O:14])[CH2:4][CH2:3]1, predict the reactants needed to synthesize it. The reactants are: [CH3:1][C:2]1([CH3:15])[C:11]2[C:6](=[CH:7][CH:8]=[C:9]([CH:12]=[O:13])[CH:10]=2)[S:5](=[O:14])[CH2:4][CH2:3]1.C1C[O:19]CC1.OO. (2) Given the product [N:1]1[CH:6]=[CH:5][C:4]([C:7]2[CH:16]=[CH:15][CH:14]=[C:13]3[C:8]=2[CH2:9][CH2:10][N:11]=[CH:12]3)=[CH:3][CH:2]=1, predict the reactants needed to synthesize it. The reactants are: [N:1]1[CH:6]=[CH:5][C:4]([C:7]2[CH:16]=[CH:15][CH:14]=[C:13]3[C:8]=2[CH2:9][CH2:10][NH:11][CH2:12]3)=[CH:3][CH:2]=1.